Dataset: Forward reaction prediction with 1.9M reactions from USPTO patents (1976-2016). Task: Predict the product of the given reaction. (1) Given the reactants [C:1]([O:5][C:6]([N:8]1[CH:12]2[CH2:13][CH2:14][CH2:15][CH:11]2[NH:10][C:9]1=[O:16])=[O:7])([CH3:4])([CH3:3])[CH3:2].Br[CH2:18][CH2:19][O:20][CH3:21], predict the reaction product. The product is: [C:1]([O:5][C:6]([N:8]1[CH:12]2[CH2:13][CH2:14][CH2:15][CH:11]2[N:10]([CH2:18][CH2:19][O:20][CH3:21])[C:9]1=[O:16])=[O:7])([CH3:4])([CH3:2])[CH3:3]. (2) Given the reactants [CH3:1][N:2]([CH3:16])[S:3]([C:6]1[CH:7]=[C:8]2[C:12](=[CH:13][CH:14]=1)[NH:11][C:10](=[O:15])[CH2:9]2)(=[O:5])=[O:4].[CH3:17][S:18]([C:21]1[C:22]([C:29]2[CH:34]=[CH:33][CH:32]=[CH:31][CH:30]=2)=[C:23]([CH:27]=O)[NH:24][C:25]=1[CH3:26])(=[O:20])=[O:19].CC1(C)C(C)(C)OB(C2C=CC=C3C=2C=CN3)O1.N1CCCCC1, predict the reaction product. The product is: [CH3:1][N:2]([CH3:16])[S:3]([C:6]1[CH:7]=[C:8]2[C:12](=[CH:13][CH:14]=1)[NH:11][C:10](=[O:15])/[C:9]/2=[CH:27]\[C:23]1[NH:24][C:25]([CH3:26])=[C:21]([S:18]([CH3:17])(=[O:20])=[O:19])[C:22]=1[C:29]1[CH:34]=[CH:33][CH:32]=[CH:31][CH:30]=1)(=[O:5])=[O:4]. (3) The product is: [CH3:32][C:29]1[CH:28]=[C:27]([NH:26][C:18]2[CH:17]=[C:16]([Cl:15])[N:21]=[C:20]([S:8][C:7]3[CH:6]=[CH:5][C:4]([NH:9][C:10]([CH:12]4[CH2:13][CH2:14]4)=[O:11])=[CH:3][C:2]=3[F:1])[N:19]=2)[NH:31][N:30]=1. Given the reactants [F:1][C:2]1[CH:3]=[C:4]([NH:9][C:10]([CH:12]2[CH2:14][CH2:13]2)=[O:11])[CH:5]=[CH:6][C:7]=1[SH:8].[Cl:15][C:16]1[N:21]=[C:20](S(C)(=O)=O)[N:19]=[C:18]([NH:26][C:27]2[NH:31][N:30]=[C:29]([CH3:32])[CH:28]=2)[CH:17]=1, predict the reaction product. (4) Given the reactants [NH2:1][C:2]1[N:3]=[C:4]([C:22]2[CH:27]=[CH:26][CH:25]=[CH:24][CH:23]=2)[C:5]([C:12]2[CH:13]=[CH:14][C:15](=[O:21])[N:16]([CH:18]([CH3:20])[CH3:19])[N:17]=2)=[N:6][C:7]=1S(C)(=O)=O.[CH3:28][O-:29].[Na+].O, predict the reaction product. The product is: [NH2:1][C:2]1[N:3]=[C:4]([C:22]2[CH:27]=[CH:26][CH:25]=[CH:24][CH:23]=2)[C:5]([C:12]2[CH:13]=[CH:14][C:15](=[O:21])[N:16]([CH:18]([CH3:20])[CH3:19])[N:17]=2)=[N:6][C:7]=1[O:29][CH3:28]. (5) Given the reactants Cl[C:2]1[N:7]=[CH:6][N:5]=[C:4]([NH:8][C@H:9]([C:17]([O:19][CH3:20])=[O:18])[CH2:10][C:11]2[CH:16]=[CH:15][CH:14]=[CH:13][CH:12]=2)[C:3]=1[CH:21]=[O:22].C(=O)([O-])[O-].[K+].[K+].[CH2:29]([O:36][C:37]1[CH:42]=[CH:41][C:40](B(O)O)=[CH:39][CH:38]=1)[C:30]1[CH:35]=[CH:34][CH:33]=[CH:32][CH:31]=1, predict the reaction product. The product is: [CH2:29]([O:36][C:37]1[CH:42]=[CH:41][C:40]([C:2]2[N:7]=[CH:6][N:5]=[C:4]([NH:8][C@H:9]([C:17]([O:19][CH3:20])=[O:18])[CH2:10][C:11]3[CH:16]=[CH:15][CH:14]=[CH:13][CH:12]=3)[C:3]=2[CH:21]=[O:22])=[CH:39][CH:38]=1)[C:30]1[CH:35]=[CH:34][CH:33]=[CH:32][CH:31]=1. (6) The product is: [C:1]([O:5][C:6](=[O:16])[NH:7][C@H:8]1[CH2:13][CH2:12][CH2:11][CH2:10][C@@H:9]1[CH2:14][N:25]1[CH2:26][CH2:27][CH2:28][C@@H:23]([CH2:22][O:21][CH2:18][CH:19]=[CH2:20])[CH2:24]1)([CH3:4])([CH3:3])[CH3:2]. Given the reactants [C:1]([O:5][C:6](=[O:16])[NH:7][C@H:8]1[CH2:13][CH2:12][CH2:11][CH2:10][C@@H:9]1[CH:14]=O)([CH3:4])([CH3:3])[CH3:2].Cl.[CH2:18]([O:21][CH2:22][C@@H:23]1[CH2:28][CH2:27][CH2:26][NH:25][CH2:24]1)[CH:19]=[CH2:20].[BH-](OC(C)=O)(OC(C)=O)OC(C)=O.[Na+].[OH-].[Na+], predict the reaction product.